This data is from Full USPTO retrosynthesis dataset with 1.9M reactions from patents (1976-2016). The task is: Predict the reactants needed to synthesize the given product. (1) Given the product [ClH:45].[F:1][C:2]1[CH:7]=[CH:6][C:5]([N:8]2[CH2:9][CH2:10][NH:11][CH2:12][C:13]2=[O:14])=[CH:4][CH:3]=1, predict the reactants needed to synthesize it. The reactants are: [F:1][C:2]1[CH:7]=[CH:6][C:5]([NH:8][C:9](=O)[CH2:10][NH:11][CH2:12][CH2:13][OH:14])=[CH:4][CH:3]=1.C(P(CCCC)CCCC)CCC.N(C(OC(C)(C)C)=O)=NC(OC(C)(C)C)=O.[ClH:45].CO. (2) Given the product [Br:1][C:2]1[CH:3]=[C:4]([O:9][CH2:10][CH3:11])[C:5]([NH:8][C:13]2[CH:18]=[CH:17][CH:16]=[C:15]([CH3:19])[N:14]=2)=[N:6][CH:7]=1, predict the reactants needed to synthesize it. The reactants are: [Br:1][C:2]1[CH:3]=[C:4]([O:9][CH2:10][CH3:11])[C:5]([NH2:8])=[N:6][CH:7]=1.Br[C:13]1[CH:18]=[CH:17][CH:16]=[C:15]([CH3:19])[N:14]=1.C1C=CC(P(C2C(C3C(P(C4C=CC=CC=4)C4C=CC=CC=4)=CC=C4C=3C=CC=C4)=C3C(C=CC=C3)=CC=2)C2C=CC=CC=2)=CC=1.CC(C)([O-])C.[Na+]. (3) Given the product [CH3:1][O:2][C:3]1[CH:8]=[CH:7][C:6]([C@@H:9]2[C@H:13]([C:14]([OH:16])=[O:15])[C@@H:12]([C:19]3[CH:27]=[CH:26][C:22]4[O:23][CH2:24][O:25][C:21]=4[CH:20]=3)[CH2:11][N:10]2[CH2:28][C:29]([N:31]([CH2:37][CH2:38][CH2:39][CH3:40])[CH2:32][CH2:33][CH2:34][CH2:35][N:42]([CH3:43])[CH3:41])=[O:30])=[CH:5][CH:4]=1, predict the reactants needed to synthesize it. The reactants are: [CH3:1][O:2][C:3]1[CH:8]=[CH:7][C:6]([C@@H:9]2[C@H:13]([C:14]([O:16]CC)=[O:15])[C@@H:12]([C:19]3[CH:27]=[CH:26][C:22]4[O:23][CH2:24][O:25][C:21]=4[CH:20]=3)[CH2:11][N:10]2[CH2:28][C:29]([N:31]([CH2:37][CH2:38][CH2:39][CH3:40])[CH2:32][CH2:33][CH2:34][CH2:35]Br)=[O:30])=[CH:5][CH:4]=1.[CH3:41][NH:42][CH3:43]. (4) Given the product [NH2:1][C:2]1[N:7]=[C:6]([O:8][C:9]2[CH:10]=[C:11]3[C:15](=[CH:16][CH:17]=2)[NH:14][CH:13]=[CH:12]3)[CH:5]=[CH:4][N:3]=1, predict the reactants needed to synthesize it. The reactants are: [NH2:1][C:2]1[N:7]=[C:6]([O:8][C:9]2[CH:10]=[C:11]3[C:15](=[CH:16][CH:17]=2)[NH:14][CH:13]=[CH:12]3)[CH:5]=[C:4](Cl)[N:3]=1.CCN(CC)CC. (5) Given the product [S:15]([CH2:2][C:3]([C:5]1[CH:10]=[CH:9][CH:8]=[C:7]([C:11]([F:14])([F:13])[F:12])[CH:6]=1)=[O:4])[C:16]#[N:17], predict the reactants needed to synthesize it. The reactants are: Br[CH2:2][C:3]([C:5]1[CH:10]=[CH:9][CH:8]=[C:7]([C:11]([F:14])([F:13])[F:12])[CH:6]=1)=[O:4].[S-:15][C:16]#[N:17].[K+]. (6) Given the product [CH3:16][CH:14]([CH3:15])[CH2:13][C@H:12]([NH:17][C:18]([C:20]1[O:21][C:22]2[CH:28]=[CH:27][CH:26]=[CH:25][C:23]=2[CH:24]=1)=[O:19])[C:10](=[O:11])[NH:9][CH:8]1[CH2:7][CH2:6][CH2:5][N:4]([S:42]([C:38]2[CH:37]=[N:36][CH:41]=[CH:40][CH:39]=2)(=[O:44])=[O:43])[CH2:3][CH:2]1[OH:1], predict the reactants needed to synthesize it. The reactants are: [OH:1][CH:2]1[CH:8]([NH:9][C:10]([C@@H:12]([NH:17][C:18]([C:20]2[O:21][C:22]3[CH:28]=[CH:27][CH:26]=[CH:25][C:23]=3[CH:24]=2)=[O:19])[CH2:13][CH:14]([CH3:16])[CH3:15])=[O:11])[CH2:7][CH2:6][CH2:5][NH:4][CH2:3]1.C(N(CC)CC)C.[N:36]1[CH:41]=[CH:40][CH:39]=[C:38]([S:42](Cl)(=[O:44])=[O:43])[CH:37]=1.CO. (7) Given the product [CH3:13][N:11]([CH3:12])[CH2:10][CH2:9][O:8][C:7]1[CH:14]=[C:3]([O:2][CH3:1])[CH:4]=[CH:5][C:6]=1[NH2:15], predict the reactants needed to synthesize it. The reactants are: [CH3:1][O:2][C:3]1[CH:4]=[CH:5][C:6]([N+:15]([O-])=O)=[C:7]([CH:14]=1)[O:8][CH2:9][CH2:10][N:11]([CH3:13])[CH3:12].[H][H]. (8) Given the product [CH3:8][O:9][C:10]([C:12]1[S:13][C:14]([S:32][CH3:33])=[C:15]([S:17]([C:20]2[CH:25]=[C:24]([OH:26])[CH:23]=[C:22]([Br:31])[CH:21]=2)(=[O:18])=[O:19])[CH:16]=1)=[O:11], predict the reactants needed to synthesize it. The reactants are: FC(F)(F)C(O)=O.[CH3:8][O:9][C:10]([C:12]1[S:13][C:14]([S:32][CH3:33])=[C:15]([S:17]([C:20]2[CH:25]=[C:24]([O:26]C(C)(C)C)[CH:23]=[C:22]([Br:31])[CH:21]=2)(=[O:19])=[O:18])[CH:16]=1)=[O:11]. (9) Given the product [CH:13]1([C@@H:18]([C:2]2[CH:7]=[CH:6][CH:5]=[CH:4][N:3]=2)[NH:19][S:20]([C:22]([CH3:25])([CH3:24])[CH3:23])=[O:21])[CH2:14][CH2:15][CH2:16][CH2:17]1, predict the reactants needed to synthesize it. The reactants are: Br[C:2]1[CH:7]=[CH:6][CH:5]=[CH:4][N:3]=1.C([Mg]Cl)(C)C.[CH:13]1(/[CH:18]=[N:19]/[S@@:20]([C:22]([CH3:25])([CH3:24])[CH3:23])=[O:21])[CH2:17][CH2:16][CH2:15][CH2:14]1. (10) Given the product [Si:1]([O:8][CH2:9][CH2:10][CH2:11][N:12]1[C:17](=[O:18])[C:16]2[C:19]([CH:46]([C:45]3[CH:48]=[CH:49][C:42]([Cl:41])=[CH:43][CH:44]=3)[OH:47])=[C:20]([O:23][C:24]3[CH:29]=[CH:28][CH:27]=[C:26]([Cl:30])[CH:25]=3)[N:21]=[CH:22][C:15]=2[N:14]([CH3:31])[C:13]1=[O:32])([C:4]([CH3:6])([CH3:7])[CH3:5])([CH3:3])[CH3:2], predict the reactants needed to synthesize it. The reactants are: [Si:1]([O:8][CH2:9][CH2:10][CH2:11][N:12]1[C:17](=[O:18])[C:16]2[CH:19]=[C:20]([O:23][C:24]3[CH:29]=[CH:28][CH:27]=[C:26]([Cl:30])[CH:25]=3)[N:21]=[CH:22][C:15]=2[N:14]([CH3:31])[C:13]1=[O:32])([C:4]([CH3:7])([CH3:6])[CH3:5])([CH3:3])[CH3:2].[Li+].CC([N-]C(C)C)C.[Cl:41][C:42]1[CH:49]=[CH:48][C:45]([CH:46]=[O:47])=[CH:44][CH:43]=1.